This data is from Full USPTO retrosynthesis dataset with 1.9M reactions from patents (1976-2016). The task is: Predict the reactants needed to synthesize the given product. Given the product [NH3:7].[NH2:7][CH2:8][C:9]1[CH:14]=[C:13]([C:15]#[C:16][C:17]2[CH:18]=[N:19][CH:20]=[C:21]([CH:22]=2)[C:23]#[N:24])[CH:12]=[CH:11][C:10]=1[F:25], predict the reactants needed to synthesize it. The reactants are: C(OC(=O)[NH:7][CH2:8][C:9]1[CH:14]=[C:13]([C:15]#[C:16][C:17]2[CH:18]=[N:19][CH:20]=[C:21]([C:23]#[N:24])[CH:22]=2)[CH:12]=[CH:11][C:10]=1[F:25])(C)(C)C.FC(F)(F)C(O)=O.